Dataset: Forward reaction prediction with 1.9M reactions from USPTO patents (1976-2016). Task: Predict the product of the given reaction. (1) Given the reactants [CH:1](=[O:21])[CH2:2][CH2:3][CH2:4][CH2:5][CH2:6][CH2:7][CH2:8][CH2:9][CH2:10][CH2:11][CH2:12][CH2:13][CH2:14][CH2:15][CH2:16][CH2:17][CH2:18][CH2:19][CH3:20].[CH2:22]([Mg]Br)[CH2:23][CH2:24][CH2:25][CH2:26][CH2:27][CH2:28][CH2:29][CH2:30][CH3:31], predict the reaction product. The product is: [CH3:22][CH2:23][CH2:24][CH2:25][CH2:26][CH2:27][CH2:28][CH2:29][CH2:30][CH2:31][CH:1]([OH:21])[CH2:2][CH2:3][CH2:4][CH2:5][CH2:6][CH2:7][CH2:8][CH2:9][CH2:10][CH2:11][CH2:12][CH2:13][CH2:14][CH2:15][CH2:16][CH2:17][CH2:18][CH2:19][CH3:20]. (2) The product is: [CH3:48][N:31]([CH3:30])[C:32]1([C:42]2[CH:47]=[CH:46][CH:45]=[CH:44][N:43]=2)[CH2:33][CH2:34][CH:35]([CH2:38][C:39]([NH:11][CH2:12][CH2:13][C:14]2[C:22]3[C:17](=[CH:18][CH:19]=[CH:20][CH:21]=3)[NH:16][CH:15]=2)=[O:40])[CH2:36][CH2:37]1. Given the reactants ON1C2C=CC=CC=2N=N1.[NH2:11][CH2:12][CH2:13][C:14]1[C:22]2[C:17](=[CH:18][CH:19]=[CH:20][CH:21]=2)[NH:16][CH:15]=1.CN1CCOCC1.[CH3:30][N:31]([CH3:48])[C:32]1([C:42]2[CH:47]=[CH:46][CH:45]=[CH:44][N:43]=2)[CH2:37][CH2:36][CH:35]([CH2:38][C:39](O)=[O:40])[CH2:34][CH2:33]1.C1(N=C=NC2CCCCC2)CCCCC1.C(NC1CCCCC1)(NC1CCCCC1)=O.[OH-].[Na+], predict the reaction product.